This data is from Reaction yield outcomes from USPTO patents with 853,638 reactions. The task is: Predict the reaction yield, written as a fraction of the theoretical maximum amount of product (1.0 means a 100% yield; for example, 0.34 means a 34% yield). (1) The catalyst is CO.ClCCl. The product is [CH2:47]([O:54][C:55]1[CH:60]=[CH:59][C:58]([C@H:17]2[C@@H:16]([OH:19])[C@H:20]([OH:23])[C@H:21]([C:12]3[CH:11]=[CH:4][C:5]([O:6][CH2:2][C:15]4[CH:29]=[CH:30][CH:25]=[CH:26][CH:27]=4)=[CH:7][CH:8]=3)[N:44]2[C:43]2[CH:42]=[CH:41][C:40]([C:36]([CH3:39])([CH3:37])[CH3:38])=[CH:46][CH:45]=2)=[CH:57][CH:56]=1)[C:48]1[CH:53]=[CH:52][CH:51]=[CH:50][CH:49]=1. The reactants are C[C:2]1([CH3:15])[O:6][C@H:5]([C@H:7](O)[CH2:8]O)[C@@H:4]([C@H:11](O)[CH2:12]O)O1.[C:16]([OH:19])(=O)[CH3:17].[C:20]([OH:23])(=O)[CH3:21].I[C:25]1[CH:30]=[CH:29]C=[CH:27][CH:26]=1.C([O-])(O)=O.[Na+].[C:36]([C:40]1[CH:46]=[CH:45][C:43]([NH2:44])=[CH:42][CH:41]=1)([CH3:39])([CH3:38])[CH3:37].[CH2:47]([O:54][C:55]1[CH:60]=[CH:59][C:58](B(O)O)=[CH:57][CH:56]=1)[C:48]1[CH:53]=[CH:52][CH:51]=[CH:50][CH:49]=1.FC(F)(F)C(O)C(F)(F)F. The yield is 0.460. (2) The reactants are Br[C:2]1[CH:3]=[N:4][N:5]([CH3:18])[C:6]=1[C:7]1[CH:8]=[C:9]([C:14]([O:16][CH3:17])=[O:15])[S:10][C:11]=1[CH2:12][CH3:13].C(=O)([O-])[O-].[K+].[K+].O1CCO[CH2:27][CH2:26]1. The catalyst is O.CC(C)([P](C(C)(C)C)([Pd][P](C(C)(C)C)(C(C)(C)C)C(C)(C)C)C(C)(C)C)C. The product is [CH:26]([C:2]1[CH:3]=[N:4][N:5]([CH3:18])[C:6]=1[C:7]1[CH:8]=[C:9]([C:14]([O:16][CH3:17])=[O:15])[S:10][C:11]=1[CH2:12][CH3:13])=[CH2:27]. The yield is 0.730. (3) The reactants are [NH2:1][C:2]1[CH:9]=[CH:8][C:5]([C:6]#[N:7])=[CH:4][CH:3]=1.Cl[CH2:11][C:12]([O-:14])=[O:13].[Na+].C(=O)(O)[O-].[Na+]. The catalyst is O. The product is [C:6]([C:5]1[CH:8]=[CH:9][C:2]([NH:1][CH2:11][C:12]([OH:14])=[O:13])=[CH:3][CH:4]=1)#[N:7]. The yield is 0.709. (4) The reactants are Br[C:2]1[CH:3]=[C:4]([CH:8]([N:12]2[CH:16]=[C:15]([C:17]3[C:18]4[CH:25]=[CH:24][N:23]([CH2:26][O:27][CH2:28][CH2:29][Si:30]([CH3:33])([CH3:32])[CH3:31])[C:19]=4[N:20]=[CH:21][N:22]=3)[CH:14]=[N:13]2)[CH2:9][C:10]#[N:11])[CH:5]=[N:6][CH:7]=1.O1CCOCC1.CCN(C(C)C)C(C)C.[C:49]1([SH:55])[CH:54]=[CH:53][CH:52]=[CH:51][CH:50]=1. The catalyst is C1C=CC(/C=C/C(/C=C/C2C=CC=CC=2)=O)=CC=1.C1C=CC(/C=C/C(/C=C/C2C=CC=CC=2)=O)=CC=1.[Pd].CC1(C)C2C=CC=C(P(C3C=CC=CC=3)C3C=CC=CC=3)C=2OC2C1=CC=CC=2P(C1C=CC=CC=1)C1C=CC=CC=1. The product is [C:49]1([S:55][C:2]2[CH:3]=[C:4]([CH:8]([N:12]3[CH:16]=[C:15]([C:17]4[C:18]5[CH:25]=[CH:24][N:23]([CH2:26][O:27][CH2:28][CH2:29][Si:30]([CH3:33])([CH3:32])[CH3:31])[C:19]=5[N:20]=[CH:21][N:22]=4)[CH:14]=[N:13]3)[CH2:9][C:10]#[N:11])[CH:5]=[N:6][CH:7]=2)[CH:54]=[CH:53][CH:52]=[CH:51][CH:50]=1. The yield is 0.800. (5) The reactants are [CH2:1]([C:8]1[CH:16]=[CH:15][C:11]([C:12]([OH:14])=O)=[CH:10][C:9]=1[C:17]([NH:19][C:20]1[CH:25]=[C:24]([C:26]([F:29])([F:28])[F:27])[CH:23]=[C:22]([C:30]([F:33])([F:32])[F:31])[CH:21]=1)=[O:18])[C:2]1[CH:7]=[CH:6][CH:5]=[CH:4][CH:3]=1.[CH2:34]([CH:41]1[CH2:46][CH2:45][NH:44][CH2:43][CH2:42]1)[C:35]1[CH:40]=[CH:39][CH:38]=[CH:37][CH:36]=1. No catalyst specified. The product is [CH2:1]([C:8]1[CH:16]=[CH:15][C:11]([C:12]([N:44]2[CH2:45][CH2:46][CH:41]([CH2:34][C:35]3[CH:40]=[CH:39][CH:38]=[CH:37][CH:36]=3)[CH2:42][CH2:43]2)=[O:14])=[CH:10][C:9]=1[C:17]([NH:19][C:20]1[CH:21]=[C:22]([C:30]([F:31])([F:32])[F:33])[CH:23]=[C:24]([C:26]([F:29])([F:27])[F:28])[CH:25]=1)=[O:18])[C:2]1[CH:3]=[CH:4][CH:5]=[CH:6][CH:7]=1. The yield is 0.767. (6) The reactants are Br[C:2]1[CH:7]=[CH:6][C:5]([CH2:8][CH2:9][C:10]([N:12]2[CH2:17][CH2:16][O:15][CH2:14][CH2:13]2)=[O:11])=[CH:4][CH:3]=1.[C:18]([O:22][C:23]([N:25]1[CH2:30][CH2:29][NH:28][CH2:27][CH2:26]1)=[O:24])([CH3:21])([CH3:20])[CH3:19].CC(C)([O-])C.[Na+]. The catalyst is C1(C)C=CC=CC=1.C1C=CC(/C=C/C(/C=C/C2C=CC=CC=2)=O)=CC=1.C1C=CC(/C=C/C(/C=C/C2C=CC=CC=2)=O)=CC=1.C1C=CC(/C=C/C(/C=C/C2C=CC=CC=2)=O)=CC=1.[Pd].[Pd]. The product is [N:12]1([C:10](=[O:11])[CH2:9][CH2:8][C:5]2[CH:6]=[CH:7][C:2]([N:28]3[CH2:27][CH2:26][N:25]([C:23]([O:22][C:18]([CH3:21])([CH3:20])[CH3:19])=[O:24])[CH2:30][CH2:29]3)=[CH:3][CH:4]=2)[CH2:17][CH2:16][O:15][CH2:14][CH2:13]1. The yield is 0.590. (7) The reactants are B1(B2OC(C)(C)C(C)(C)O2)OC(C)(C)C(C)(C)O1.C([O-])(=O)C.[K+].[Cl:24]CCl.[CH2:27]([N:34]1[CH2:39][CH2:38][CH:37]=[C:36](OS(C(F)(F)F)(=O)=O)[CH2:35]1)[C:28]1[CH:33]=[CH:32][CH:31]=[CH:30][CH:29]=1.B([O-])[O-].C(=O)([O-])[O-].[K+].[K+].I[C:58]1[CH:73]=[CH:72][C:61]([O:62][C:63]2[CH:71]=[CH:70][C:66]([C:67]([NH2:69])=[O:68])=[CH:65][N:64]=2)=[CH:60][CH:59]=1. The catalyst is O1CCOCC1.CN(C)C=O.O.C1(P(C2C=CC=CC=2)[C-]2C=CC=C2)C=CC=CC=1.[C-]1(P(C2C=CC=CC=2)C2C=CC=CC=2)C=CC=C1.[Fe+2]. The product is [ClH:24].[CH2:27]([N:34]1[CH2:39][CH2:38][CH:37]=[C:36]([C:58]2[CH:73]=[CH:72][C:61]([O:62][C:63]3[CH:71]=[CH:70][C:66]([C:67]([NH2:69])=[O:68])=[CH:65][N:64]=3)=[CH:60][CH:59]=2)[CH2:35]1)[C:28]1[CH:33]=[CH:32][CH:31]=[CH:30][CH:29]=1. The yield is 0.290.